Dataset: Forward reaction prediction with 1.9M reactions from USPTO patents (1976-2016). Task: Predict the product of the given reaction. The product is: [CH3:8][O:9][CH2:10][CH2:11][O:12][CH2:13][O:14][C:15]1[CH:35]=[CH:34][C:18]([C:19]([NH:21][CH2:22][C@H:23]([N:28]2[CH2:29][CH2:30][N:31]([S:4]([CH:2]([CH3:3])[CH3:1])(=[O:6])=[O:5])[CH2:32][CH2:33]2)[C:24]([O:26][CH3:27])=[O:25])=[O:20])=[CH:17][CH:16]=1. Given the reactants [CH3:1][CH:2]([S:4](Cl)(=[O:6])=[O:5])[CH3:3].[CH3:8][O:9][CH2:10][CH2:11][O:12][CH2:13][O:14][C:15]1[CH:35]=[CH:34][C:18]([C:19]([NH:21][CH2:22][C@H:23]([N:28]2[CH2:33][CH2:32][NH:31][CH2:30][CH2:29]2)[C:24]([O:26][CH3:27])=[O:25])=[O:20])=[CH:17][CH:16]=1, predict the reaction product.